Dataset: Reaction yield outcomes from USPTO patents with 853,638 reactions. Task: Predict the reaction yield, written as a fraction of the theoretical maximum amount of product (1.0 means a 100% yield; for example, 0.34 means a 34% yield). (1) The reactants are [Cl:1][C:2]1[CH:3]=[C:4]([C:8](=[O:13])[CH2:9][C:10](=[O:12])[CH3:11])[CH:5]=[CH:6][CH:7]=1.[N:14]([O-])=[O:15].[Na+].C(=O)(O)[O-].[Na+]. The catalyst is C(O)(=O)C.O. The product is [Cl:1][C:2]1[CH:3]=[C:4]([C:8](=[O:13])[C:9](=[N:14][OH:15])[C:10](=[O:12])[CH3:11])[CH:5]=[CH:6][CH:7]=1. The yield is 0.890. (2) The reactants are [CH2:1]([NH:8][C@@H:9]([CH2:14][O:15][Si:16]([C:29]([CH3:32])([CH3:31])[CH3:30])([C:23]1[CH:28]=[CH:27][CH:26]=[CH:25][CH:24]=1)[C:17]1[CH:22]=[CH:21][CH:20]=[CH:19][CH:18]=1)[C:10](OC)=[O:11])[C:2]1[CH:7]=[CH:6][CH:5]=[CH:4][CH:3]=1.CO.[Li+].[BH4-]. The catalyst is C1COCC1. The product is [CH2:1]([NH:8][C@@H:9]([CH2:14][O:15][Si:16]([C:29]([CH3:32])([CH3:31])[CH3:30])([C:23]1[CH:28]=[CH:27][CH:26]=[CH:25][CH:24]=1)[C:17]1[CH:18]=[CH:19][CH:20]=[CH:21][CH:22]=1)[CH2:10][OH:11])[C:2]1[CH:3]=[CH:4][CH:5]=[CH:6][CH:7]=1. The yield is 0.940. (3) The reactants are [Si:1]([CH:8]1[C:12](=[CH:13][O:14][Si](C(C)(C)C)(C)C)[C:11]2[CH:22]=[CH:23][C:24]([O:30][CH3:31])=[C:25]([O:26][CH:27]([CH3:29])[CH3:28])[C:10]=2[O:9]1)([C:4]([CH3:7])([CH3:6])[CH3:5])([CH3:3])[CH3:2].Cl. The catalyst is CO. The product is [Si:1]([C:8]1[O:9][C:10]2[C:25]([O:26][CH:27]([CH3:28])[CH3:29])=[C:24]([O:30][CH3:31])[CH:23]=[CH:22][C:11]=2[C:12]=1[CH:13]=[O:14])([C:4]([CH3:6])([CH3:7])[CH3:5])([CH3:2])[CH3:3]. The yield is 0.480. (4) The reactants are [C:1]([C:5]1[N:10]=[C:9]([N:11]2[CH2:16][CH2:15][N:14]([CH2:17][CH2:18][CH2:19][CH2:20][NH2:21])[CH2:13][CH2:12]2)[CH:8]=[C:7]([C:22]([F:25])([F:24])[F:23])[N:6]=1)([CH3:4])([CH3:3])[CH3:2].C1N=CN([C:31](N2C=NC=C2)=[O:32])C=1.[C:38]1([N:44]2[CH2:50][CH2:49][CH2:48][NH:47][CH2:46][CH2:45]2)[CH:43]=[CH:42][CH:41]=[CH:40][CH:39]=1. The catalyst is C(Cl)(Cl)Cl.CO. The product is [C:1]([C:5]1[N:10]=[C:9]([N:11]2[CH2:16][CH2:15][N:14]([CH2:17][CH2:18][CH2:19][CH2:20][NH:21][C:31]([N:47]3[CH2:48][CH2:49][CH2:50][N:44]([C:38]4[CH:43]=[CH:42][CH:41]=[CH:40][CH:39]=4)[CH2:45][CH2:46]3)=[O:32])[CH2:13][CH2:12]2)[CH:8]=[C:7]([C:22]([F:24])([F:25])[F:23])[N:6]=1)([CH3:4])([CH3:2])[CH3:3]. The yield is 0.300. (5) The reactants are [Si]([O:8][CH2:9][CH:10]1[CH2:15][CH2:14][CH2:13][N:12]([C:16]2[CH:17]=[CH:18][C:19]([CH3:37])=[C:20]([CH:36]=2)[C:21]([NH:23][C:24]2[C:33]([CH3:34])=[CH:32][C:27]([C:28]([O:30][CH3:31])=[O:29])=[CH:26][C:25]=2[CH3:35])=[O:22])[CH2:11]1)(C(C)(C)C)(C)C.[N+](CCCC)(CCCC)(CCCC)CCCC.[F-]. The catalyst is C1COCC1. The product is [OH:8][CH2:9][CH:10]1[CH2:15][CH2:14][CH2:13][N:12]([C:16]2[CH:17]=[CH:18][C:19]([CH3:37])=[C:20]([CH:36]=2)[C:21]([NH:23][C:24]2[C:25]([CH3:35])=[CH:26][C:27]([C:28]([O:30][CH3:31])=[O:29])=[CH:32][C:33]=2[CH3:34])=[O:22])[CH2:11]1. The yield is 0.960.